Dataset: Forward reaction prediction with 1.9M reactions from USPTO patents (1976-2016). Task: Predict the product of the given reaction. (1) Given the reactants [F-].C([N+](CCCC)(CCCC)CCCC)CCC.[Si]([O:26][C@H:27]([C:41]1[N:45]([CH3:46])[N:44]=[N:43][N:42]=1)[C@@H:28]([NH:30][C:31](=[O:40])[O:32][CH2:33][C:34]1[CH:39]=[CH:38][CH:37]=[CH:36][CH:35]=1)[CH3:29])(C(C)(C)C)(C)C.[Si]([O:54][C@H:55]([C:69]1[N:70]=[N:71][N:72]([CH3:74])[N:73]=1)[C@@H:56]([NH:58][C:59](=[O:68])[O:60][CH2:61][C:62]1[CH:67]=[CH:66][CH:65]=[CH:64][CH:63]=1)[CH3:57])(C(C)(C)C)(C)C, predict the reaction product. The product is: [OH:54][C@H:55]([C:69]1[N:70]=[N:71][N:72]([CH3:74])[N:73]=1)[C@@H:56]([NH:58][C:59](=[O:68])[O:60][CH2:61][C:62]1[CH:67]=[CH:66][CH:65]=[CH:64][CH:63]=1)[CH3:57].[OH:26][C@H:27]([C:41]1[N:45]([CH3:46])[N:44]=[N:43][N:42]=1)[C@@H:28]([NH:30][C:31](=[O:40])[O:32][CH2:33][C:34]1[CH:39]=[CH:38][CH:37]=[CH:36][CH:35]=1)[CH3:29]. (2) The product is: [NH2:10][C:3]1[C:2]([Cl:1])=[CH:7][C:6]([OH:8])=[C:5]([F:9])[CH:4]=1. Given the reactants [Cl:1][C:2]1[C:3]([N+:10]([O-])=O)=[CH:4][C:5]([F:9])=[C:6]([O-:8])[CH:7]=1.[K+].[NH4+].[Cl-], predict the reaction product. (3) Given the reactants [C:1]([O:5][C:6](=[O:22])[N:7]([CH2:9][CH2:10][NH:11][C:12]1[CH:13]=[CH:14][C:15]2[N:16]([C:18](Br)=[CH:19][N:20]=2)[N:17]=1)[CH3:8])([CH3:4])([CH3:3])[CH3:2].[C:23]([C:26]1[CH:31]=[CH:30][C:29](B(O)O)=[CH:28][CH:27]=1)(=[O:25])[NH2:24].O.[O-]P([O-])([O-])=O.[K+].[K+].[K+].ClCCl, predict the reaction product. The product is: [C:1]([O:5][C:6](=[O:22])[N:7]([CH2:9][CH2:10][NH:11][C:12]1[CH:13]=[CH:14][C:15]2[N:16]([C:18]([C:29]3[CH:30]=[CH:31][C:26]([C:23](=[O:25])[NH2:24])=[CH:27][CH:28]=3)=[CH:19][N:20]=2)[N:17]=1)[CH3:8])([CH3:4])([CH3:3])[CH3:2]. (4) Given the reactants Br[C:2]1[CH:3]=[CH:4][C:5]([O:8][CH:9]2[CH2:14][CH2:13][O:12][CH2:11][CH2:10]2)=[N:6][CH:7]=1.[CH3:15][C:16]1([CH3:32])[C:20]([CH3:22])([CH3:21])[O:19][B:18]([B:18]2[O:19][C:20]([CH3:22])([CH3:21])[C:16]([CH3:32])([CH3:15])[O:17]2)[O:17]1.C([O-])([O-])=O.[Cs+].[Cs+].N#N, predict the reaction product. The product is: [O:12]1[CH2:13][CH2:14][CH:9]([O:8][C:5]2[CH:4]=[CH:3][C:2]([B:18]3[O:19][C:20]([CH3:22])([CH3:21])[C:16]([CH3:32])([CH3:15])[O:17]3)=[CH:7][N:6]=2)[CH2:10][CH2:11]1.